Dataset: Reaction yield outcomes from USPTO patents with 853,638 reactions. Task: Predict the reaction yield, written as a fraction of the theoretical maximum amount of product (1.0 means a 100% yield; for example, 0.34 means a 34% yield). (1) The reactants are [CH2:1]([O:4][C:5]1([CH3:36])[CH2:10][CH2:9][N:8]([C:11]2[N:16]3[N:17]=[C:18]([CH2:20][N:21]=[N+:22]=[N-:23])[CH:19]=[C:15]3[N:14]=[C:13]([CH3:24])[C:12]=2[C@H:25]([O:31][C:32]([CH3:35])([CH3:34])[CH3:33])[C:26]([O:28][CH2:29][CH3:30])=[O:27])[CH2:7][CH2:6]1)[CH:2]=[CH2:3].[CH2:37]([O:40][CH:41]([CH:44]([CH3:46])[CH3:45])[C:42]#[CH:43])[CH:38]=[CH2:39].O=C1O[C@H]([C@H](CO)O)C([O-])=C1O.[Na+]. The catalyst is CO. The product is [CH2:37]([O:40][CH:41]([C:42]1[N:23]=[N:22][N:21]([CH2:20][C:18]2[CH:19]=[C:15]3[N:14]=[C:13]([CH3:24])[C:12]([C@H:25]([O:31][C:32]([CH3:35])([CH3:34])[CH3:33])[C:26]([O:28][CH2:29][CH3:30])=[O:27])=[C:11]([N:8]4[CH2:9][CH2:10][C:5]([O:4][CH2:1][CH:2]=[CH2:3])([CH3:36])[CH2:6][CH2:7]4)[N:16]3[N:17]=2)[CH:43]=1)[CH:44]([CH3:46])[CH3:45])[CH:38]=[CH2:39]. The yield is 0.397. (2) The reactants are [NH:1]1[CH2:5][CH2:4][C@H:3]([NH:6][C:7](=[O:13])[O:8][C:9]([CH3:12])([CH3:11])[CH3:10])[CH2:2]1.Br[CH2:15][CH2:16][OH:17].C([O-])([O-])=O.[Na+].[Na+]. The catalyst is C(#N)C. The product is [OH:17][CH2:16][CH2:15][N:1]1[CH2:5][CH2:4][C@H:3]([NH:6][C:7](=[O:13])[O:8][C:9]([CH3:10])([CH3:12])[CH3:11])[CH2:2]1. The yield is 0.730.